From a dataset of Forward reaction prediction with 1.9M reactions from USPTO patents (1976-2016). Predict the product of the given reaction. (1) Given the reactants Br[C:2]1[CH:7]=[CH:6][C:5]([O:8][CH:9]([F:11])[F:10])=[CH:4][CH:3]=1.[B:12](OC(C)C)([O:17]C(C)C)[O:13]C(C)C.C([Li])CCC.Cl, predict the reaction product. The product is: [F:10][CH:9]([F:11])[O:8][C:5]1[CH:6]=[CH:7][C:2]([B:12]([OH:17])[OH:13])=[CH:3][CH:4]=1. (2) Given the reactants [Br:1][C:2]1[CH:12]=[C:11]2[C:5]([CH:6]3[CH2:20][CH:8]([N:9]=[C:10]2[NH:13][CH2:14][CH:15](OC)OC)[CH2:7]3)=[CH:4][CH:3]=1.Cl, predict the reaction product. The product is: [Br:1][C:2]1[CH:12]=[C:11]2[C:5](=[CH:4][CH:3]=1)[CH:6]1[CH2:20][CH:8]([CH2:7]1)[N:9]1[C:10]2=[N:13][CH:14]=[CH:15]1. (3) Given the reactants [CH2:1]([O:3][C:4]([C:6]1[CH:10]=[C:9]([C:11](=O)/[CH:12]=[CH:13]/N(C)C)[NH:8][CH:7]=1)=[O:5])[CH3:2].[CH3:18][O:19][C:20]1[CH:25]=[C:24]([N:26]2[CH2:31][CH2:30][N:29]([CH3:32])[CH2:28][CH2:27]2)[CH:23]=[CH:22][C:21]=1[NH:33][C:34]([NH2:36])=[NH:35].C(O)C, predict the reaction product. The product is: [CH2:1]([O:3][C:4]([C:6]1[CH:10]=[C:9]([C:11]2[CH:12]=[CH:13][N:36]=[C:34]([NH:33][C:21]3[CH:22]=[CH:23][C:24]([N:26]4[CH2:31][CH2:30][N:29]([CH3:32])[CH2:28][CH2:27]4)=[CH:25][C:20]=3[O:19][CH3:18])[N:35]=2)[NH:8][CH:7]=1)=[O:5])[CH3:2]. (4) Given the reactants [CH3:1][C@H:2]1[CH2:7][CH2:6][N:5]([C:8]([O:10][C:11]([CH3:14])([CH3:13])[CH3:12])=[O:9])[CH2:4][C@H:3]1[C:15](=S)[NH:16][CH2:17][C:18]1[N:19]=[C:20]2[CH:26]=[CH:25][N:24]([S:27]([C:30]3[CH:36]=[CH:35][C:33]([CH3:34])=[CH:32][CH:31]=3)(=[O:29])=[O:28])[C:21]2=[N:22][CH:23]=1, predict the reaction product. The product is: [C:11]([O:10][C:8]([N:5]1[CH2:6][CH2:7][C@H:2]([CH3:1])[C@H:3]([C:15]2[N:19]3[C:20]4[CH:26]=[CH:25][N:24]([S:27]([C:30]5[CH:36]=[CH:35][C:33]([CH3:34])=[CH:32][CH:31]=5)(=[O:28])=[O:29])[C:21]=4[N:22]=[CH:23][C:18]3=[CH:17][N:16]=2)[CH2:4]1)=[O:9])([CH3:14])([CH3:13])[CH3:12].